This data is from NCI-60 drug combinations with 297,098 pairs across 59 cell lines. The task is: Regression. Given two drug SMILES strings and cell line genomic features, predict the synergy score measuring deviation from expected non-interaction effect. Drug 1: CC1=C2C(C(=O)C3(C(CC4C(C3C(C(C2(C)C)(CC1OC(=O)C(C(C5=CC=CC=C5)NC(=O)OC(C)(C)C)O)O)OC(=O)C6=CC=CC=C6)(CO4)OC(=O)C)O)C)O. Drug 2: C1=NC(=NC(=O)N1C2C(C(C(O2)CO)O)O)N. Cell line: SK-OV-3. Synergy scores: CSS=12.1, Synergy_ZIP=-2.17, Synergy_Bliss=1.55, Synergy_Loewe=0.428, Synergy_HSA=2.42.